Dataset: Reaction yield outcomes from USPTO patents with 853,638 reactions. Task: Predict the reaction yield, written as a fraction of the theoretical maximum amount of product (1.0 means a 100% yield; for example, 0.34 means a 34% yield). (1) The product is [Cl:11][C:5]1[CH:4]=[CH:3][C:2]([C:17]([OH:19])=[O:18])=[C:10]2[C:6]=1[CH:7]=[CH:8][NH:9]2. The reactants are Br[C:2]1[CH:3]=[CH:4][C:5]([Cl:11])=[C:6]2[C:10]=1[NH:9][CH:8]=[CH:7]2.C([Li])CCC.[C:17](=[O:19])=[O:18].O. The catalyst is C1COCC1.CCCCCC. The yield is 0.670. (2) The catalyst is CN(C)C=O. The reactants are C1C2C(COC(=O)[NH:17][CH:18]([C:29](=[O:67])[NH:30][CH2:31][CH2:32][CH2:33][CH2:34][C:35](=[O:66])[NH:36][C:37]3[CH:42]=[CH:41][C:40]([N:43]4[C:46](=[O:47])[CH:45]([CH2:48][CH2:49][CH:50]([OH:57])[C:51]5[CH:56]=[CH:55][CH:54]=[CH:53][CH:52]=5)[CH:44]4[C:58]4[CH:63]=[CH:62][C:61]([O:64][CH3:65])=[CH:60][CH:59]=4)=[CH:39][CH:38]=3)[CH2:19][C:20]3[CH:25]=[CH:24][C:23]([N:26]=[N+:27]=[N-:28])=[CH:22][CH:21]=3)C3C(=CC=CC=3)C=2C=CC=1.C(NCC)C.OC(C1C=CC=CC=1)CCC1C(=O)N(C2C=CC(NC(=O)CCCCN)=CC=2)C1C1C=CC(OC)=CC=1. The yield is 0.190. The product is [OH:57][CH:50]([C:51]1[CH:52]=[CH:53][CH:54]=[CH:55][CH:56]=1)[CH2:49][CH2:48][CH:45]1[C:46](=[O:47])[N:43]([C:40]2[CH:39]=[CH:38][C:37]([NH:36][C:35](=[O:66])[CH2:34][CH2:33][CH2:32][CH2:31][NH:30][C:29](=[O:67])[CH:18]([NH2:17])[CH2:19][C:20]3[CH:25]=[CH:24][C:23]([N:26]=[N+:27]=[N-:28])=[CH:22][CH:21]=3)=[CH:42][CH:41]=2)[CH:44]1[C:58]1[CH:59]=[CH:60][C:61]([O:64][CH3:65])=[CH:62][CH:63]=1.